From a dataset of Peptide-MHC class I binding affinity with 185,985 pairs from IEDB/IMGT. Regression. Given a peptide amino acid sequence and an MHC pseudo amino acid sequence, predict their binding affinity value. This is MHC class I binding data. (1) The peptide sequence is AYIDNYNKF. The MHC is HLA-A30:02 with pseudo-sequence HLA-A30:02. The binding affinity (normalized) is 0.213. (2) The peptide sequence is VTRQIHNPR. The MHC is HLA-A02:01 with pseudo-sequence HLA-A02:01. The binding affinity (normalized) is 0.0847. (3) The MHC is HLA-A02:01 with pseudo-sequence HLA-A02:01. The binding affinity (normalized) is 0.0735. The peptide sequence is AVLLHEESM. (4) The peptide sequence is EVDPIGHLY. The MHC is HLA-B15:01 with pseudo-sequence HLA-B15:01. The binding affinity (normalized) is 0.240. (5) The binding affinity (normalized) is 0.0847. The MHC is HLA-A29:02 with pseudo-sequence HLA-A29:02. The peptide sequence is DAVEDFLAF.